From a dataset of Catalyst prediction with 721,799 reactions and 888 catalyst types from USPTO. Predict which catalyst facilitates the given reaction. (1) Reactant: [NH2:1][C:2]1[CH:3]=[N:4][CH:5]=[CH:6][C:7]=1[CH:8]=O.[C:10]([O:14][C:15](=[O:24])[NH:16][CH2:17][CH:18]1[O:23][CH2:22][CH2:21][NH:20][CH2:19]1)([CH3:13])([CH3:12])[CH3:11].[BH-](OC(C)=O)(OC(C)=O)OC(C)=O.[Na+]. Product: [NH2:1][C:2]1[CH:3]=[N:4][CH:5]=[CH:6][C:7]=1[CH2:8][N:20]1[CH2:21][CH2:22][O:23][CH:18]([CH2:17][NH:16][C:15](=[O:24])[O:14][C:10]([CH3:12])([CH3:11])[CH3:13])[CH2:19]1. The catalyst class is: 279. (2) Reactant: Br[C:2]1[CH:7]=[CH:6][CH:5]=[C:4]([Br:8])[N:3]=1.C([Sn](CCCC)(CCCC)[C:14]1[S:18][C:17]([C:19]2[CH:20]=[N:21][CH:22]=[CH:23][CH:24]=2)=[N:16][CH:15]=1)CCC.C(Cl)Cl.C1(C)C=CC=CC=1. Product: [Br:8][C:4]1[CH:5]=[CH:6][CH:7]=[C:2]([C:14]2[S:18][C:17]([C:19]3[CH:20]=[N:21][CH:22]=[CH:23][CH:24]=3)=[N:16][CH:15]=2)[N:3]=1. The catalyst class is: 103. (3) Reactant: [F:1][C:2]1[CH:3]=[N:4][C:5]2[C:10]([C:11]=1[CH2:12][C:13]([C:16]13[CH2:23][CH2:22][C:19]([NH:24][CH2:25][C:26]4[CH:27]=[CH:28][C:29]5[O:30][CH2:31][C:32](=[O:36])[NH:33][C:34]=5[N:35]=4)([CH2:20][CH2:21]1)[CH2:18][O:17]3)([OH:15])[CH3:14])=[N:9][C:8]([O:37][CH3:38])=[CH:7][CH:6]=2.[ClH:39]. Product: [ClH:39].[F:1][C:2]1[CH:3]=[N:4][C:5]2[C:10]([C:11]=1[CH2:12][C:13]([C:16]13[CH2:21][CH2:20][C:19]([NH:24][CH2:25][C:26]4[CH:27]=[CH:28][C:29]5[O:30][CH2:31][C:32](=[O:36])[NH:33][C:34]=5[N:35]=4)([CH2:22][CH2:23]1)[CH2:18][O:17]3)([OH:15])[CH3:14])=[N:9][C:8]([O:37][CH3:38])=[CH:7][CH:6]=2. The catalyst class is: 429. (4) Reactant: [H-].[H-].[H-].[H-].[Li+].[Al+3].[F:7][C:8]1[CH:13]=[CH:12][C:11]([C:14]2[CH:15]=[N:16][O:17][C:18]=2[C:19](OCC)=[O:20])=[CH:10][CH:9]=1. Product: [F:7][C:8]1[CH:9]=[CH:10][C:11]([C:14]2[CH:15]=[N:16][O:17][C:18]=2[CH2:19][OH:20])=[CH:12][CH:13]=1. The catalyst class is: 7. (5) Reactant: [C:1]([O:5][C:6]([NH:8][C@H:9]([C:37]([O:39][C:40]([CH3:43])([CH3:42])[CH3:41])=[O:38])[CH2:10][C@H:11]([CH2:19][C:20]1[CH:25]=[CH:24][C:23](/[CH:26]=[CH:27]/[CH2:28][O:29][Si:30]([C:33]([CH3:36])([CH3:35])[CH3:34])([CH3:32])[CH3:31])=[CH:22][N:21]=1)[C:12]([O:14][C:15]([CH3:18])([CH3:17])[CH3:16])=[O:13])=[O:7])([CH3:4])([CH3:3])[CH3:2]. Product: [C:1]([O:5][C:6]([NH:8][C@H:9]([C:37]([O:39][C:40]([CH3:43])([CH3:42])[CH3:41])=[O:38])[CH2:10][C@H:11]([CH2:19][C:20]1[CH:25]=[CH:24][C:23]([CH2:26][CH2:27][CH2:28][O:29][Si:30]([C:33]([CH3:36])([CH3:35])[CH3:34])([CH3:32])[CH3:31])=[CH:22][N:21]=1)[C:12]([O:14][C:15]([CH3:17])([CH3:16])[CH3:18])=[O:13])=[O:7])([CH3:2])([CH3:3])[CH3:4]. The catalyst class is: 19. (6) Reactant: [Cl:1][C:2]1[CH:10]=[CH:9][C:5]([C:6]([OH:8])=O)=[CH:4][C:3]=1[NH:11][C:12]([C:14]1[C:25](=[O:26])[NH:24][C:17]2[N:18]=[C:19]([S:22][CH3:23])[N:20]=[CH:21][C:16]=2[CH:15]=1)=[O:13].[NH2:27][CH:28]([C:31]1[CH:36]=[CH:35][CH:34]=[CH:33][CH:32]=1)[CH2:29][OH:30].C(N(CC)CC)C.CN(C(ON1N=NC2C=CC=NC1=2)=[N+](C)C)C.F[P-](F)(F)(F)(F)F. Product: [Cl:1][C:2]1[CH:10]=[CH:9][C:5]([C:6](=[O:8])[NH:27][CH:28]([C:31]2[CH:36]=[CH:35][CH:34]=[CH:33][CH:32]=2)[CH2:29][OH:30])=[CH:4][C:3]=1[NH:11][C:12]([C:14]1[C:25](=[O:26])[NH:24][C:17]2[N:18]=[C:19]([S:22][CH3:23])[N:20]=[CH:21][C:16]=2[CH:15]=1)=[O:13]. The catalyst class is: 136. (7) Reactant: [Cl:1][C:2]1[CH:16]=[CH:15][C:5]([CH:6](Cl)[C:7]2[CH:12]=[CH:11][C:10]([Cl:13])=[CH:9][CH:8]=2)=[CH:4][CH:3]=1.[CH3:17][NH2:18]. Product: [Cl:1][C:2]1[CH:16]=[CH:15][C:5]([CH:6]([NH:18][CH3:17])[C:7]2[CH:12]=[CH:11][C:10]([Cl:13])=[CH:9][CH:8]=2)=[CH:4][CH:3]=1. The catalyst class is: 54. (8) Reactant: C[O:2][C:3](=[O:34])[CH2:4][N:5]1[C:13]2[C:8](=[CH:9][CH:10]=[C:11]([S:14]([N:17]3[CH2:22][CH2:21][N:20]([C:23]4[CH:28]=[CH:27][C:26]([O:29][C:30]([F:33])([F:32])[F:31])=[CH:25][CH:24]=4)[CH2:19][CH2:18]3)(=[O:16])=[O:15])[CH:12]=2)[CH2:7][CH2:6]1. Product: [F:33][C:30]([F:31])([F:32])[O:29][C:26]1[CH:27]=[CH:28][C:23]([N:20]2[CH2:19][CH2:18][N:17]([S:14]([C:11]3[CH:12]=[C:13]4[C:8]([CH2:7][CH2:6][N:5]4[CH2:4][C:3]([OH:34])=[O:2])=[CH:9][CH:10]=3)(=[O:15])=[O:16])[CH2:22][CH2:21]2)=[CH:24][CH:25]=1. The catalyst class is: 15.